Task: Regression. Given a peptide amino acid sequence and an MHC pseudo amino acid sequence, predict their binding affinity value. This is MHC class I binding data.. Dataset: Peptide-MHC class I binding affinity with 185,985 pairs from IEDB/IMGT The peptide sequence is LEGAGELIRI. The MHC is Mamu-A11 with pseudo-sequence Mamu-A11. The binding affinity (normalized) is 0.602.